From a dataset of NCI-60 drug combinations with 297,098 pairs across 59 cell lines. Regression. Given two drug SMILES strings and cell line genomic features, predict the synergy score measuring deviation from expected non-interaction effect. Drug 1: CC1CCC2CC(C(=CC=CC=CC(CC(C(=O)C(C(C(=CC(C(=O)CC(OC(=O)C3CCCCN3C(=O)C(=O)C1(O2)O)C(C)CC4CCC(C(C4)OC)OCCO)C)C)O)OC)C)C)C)OC. Drug 2: CC(C)CN1C=NC2=C1C3=CC=CC=C3N=C2N. Cell line: NCIH23. Synergy scores: CSS=16.0, Synergy_ZIP=-3.52, Synergy_Bliss=-3.48, Synergy_Loewe=-12.9, Synergy_HSA=-6.65.